From a dataset of Reaction yield outcomes from USPTO patents with 853,638 reactions. Predict the reaction yield, written as a fraction of the theoretical maximum amount of product (1.0 means a 100% yield; for example, 0.34 means a 34% yield). (1) The reactants are C(OC1C(C)=CC(C2C(OC)=NC3C=CNC(=O)C=3C=2OC)=CC=1C)C1C=CC=CC=1.C([O:39][C:40]1[C:45]([CH3:46])=[CH:44][C:43]([C:47]2[CH:56]=[C:55]3[C:50]([C:51]([O:59][CH3:60])=[CH:52][C:53]([O:57][CH3:58])=[N:54]3)=[C:49]([NH2:61])[N:48]=2)=[CH:42][C:41]=1[CH3:62])C1C=CC=CC=1. The catalyst is CN(C=O)C.CO.[Pd]. The product is [NH2:61][C:49]1[N:48]=[C:47]([C:43]2[CH:44]=[C:45]([CH3:46])[C:40]([OH:39])=[C:41]([CH3:62])[CH:42]=2)[CH:56]=[C:55]2[C:50]=1[C:51]([O:59][CH3:60])=[CH:52][C:53]([O:57][CH3:58])=[N:54]2. The yield is 1.00. (2) The reactants are [F:1][C:2]([F:26])([F:25])[O:3][C:4]1[CH:9]=[CH:8][C:7]([N:10]2[CH:14]=[N:13][C:12]([C:15]3[CH:24]=[CH:23][C:18]([C:19]([O:21]C)=[O:20])=[CH:17][CH:16]=3)=[N:11]2)=[CH:6][CH:5]=1.[Li+].[OH-]. The catalyst is C1COCC1.O.C(Cl)Cl. The product is [F:26][C:2]([F:1])([F:25])[O:3][C:4]1[CH:5]=[CH:6][C:7]([N:10]2[CH:14]=[N:13][C:12]([C:15]3[CH:24]=[CH:23][C:18]([C:19]([OH:21])=[O:20])=[CH:17][CH:16]=3)=[N:11]2)=[CH:8][CH:9]=1. The yield is 0.910. (3) The reactants are [CH3:1][C:2]1[CH:7]=[CH:6][N:5]=[C:4]([NH2:8])[C:3]=1[NH2:9].[O:10]([CH2:17][C:18]1[CH:25]=[CH:24][C:21]([CH:22]=O)=[CH:20][CH:19]=1)[C:11]1[CH:16]=[CH:15][CH:14]=[CH:13][CH:12]=1.C(OI(C1C=CC=CC=1)OC(=O)C)(=O)C. The catalyst is CO. The product is [CH3:1][C:2]1[CH:7]=[CH:6][N:5]=[C:4]2[NH:8][C:22]([C:21]3[CH:24]=[CH:25][C:18]([CH2:17][O:10][C:11]4[CH:16]=[CH:15][CH:14]=[CH:13][CH:12]=4)=[CH:19][CH:20]=3)=[N:9][C:3]=12. The yield is 0.0700. (4) The reactants are [CH3:1][C:2]1[CH:24]=[CH:23][C:22]([N+:25]([O-])=O)=[CH:21][C:3]=1[NH:4][C:5]1[CH:10]=[C:9]([C:11]([F:14])([F:13])[F:12])[N:8]=[C:7]([C:15]2[CH:20]=[CH:19][N:18]=[CH:17][CH:16]=2)[N:6]=1.[Sn](Cl)(Cl)(Cl)Cl.[OH-].[Na+]. The catalyst is C(O)C. The product is [NH2:25][C:22]1[CH:23]=[CH:24][C:2]([CH3:1])=[C:3]([CH:21]=1)[NH:4][C:5]1[CH:10]=[C:9]([C:11]([F:13])([F:14])[F:12])[N:8]=[C:7]([C:15]2[CH:20]=[CH:19][N:18]=[CH:17][CH:16]=2)[N:6]=1. The yield is 0.570. (5) The reactants are [F:1][C:2]1[CH:11]=[C:10]([C:12]2[C:13]([CH3:50])([CH3:49])[C@H:14]3[C@:27]([CH3:30])([CH2:28][CH:29]=2)[C@@H:26]2[C@:17]([CH3:48])([C@@:18]4([CH3:47])[C@H:23]([CH2:24][CH2:25]2)[C@H:22]2[C@H:31]([C:34]([CH3:36])=[CH2:35])[CH2:32][CH2:33][C@:21]2([NH:37][CH2:38][CH2:39][CH2:40][N:41]2[CH2:45][CH2:44][CH2:43][C:42]2=[O:46])[CH2:20][CH2:19]4)[CH2:16][CH2:15]3)[CH:9]=[CH:8][C:3]=1[C:4]([O:6]C)=[O:5].[OH-].[Na+]. The catalyst is O1CCOCC1. The product is [F:1][C:2]1[CH:11]=[C:10]([C:12]2[C:13]([CH3:50])([CH3:49])[C@H:14]3[C@:27]([CH3:30])([CH2:28][CH:29]=2)[C@@H:26]2[C@:17]([CH3:48])([C@@:18]4([CH3:47])[C@H:23]([CH2:24][CH2:25]2)[C@H:22]2[C@H:31]([C:34]([CH3:36])=[CH2:35])[CH2:32][CH2:33][C@:21]2([NH:37][CH2:38][CH2:39][CH2:40][N:41]2[CH2:45][CH2:44][CH2:43][C:42]2=[O:46])[CH2:20][CH2:19]4)[CH2:16][CH2:15]3)[CH:9]=[CH:8][C:3]=1[C:4]([OH:6])=[O:5]. The yield is 0.345. (6) The reactants are [CH3:1][N:2]([CH3:20])[CH2:3][CH2:4][CH2:5][O:6][C:7]1[CH:12]=[CH:11][C:10]([NH2:13])=[CH:9][C:8]=1[C:14]1[N:15]([CH3:19])[N:16]=[CH:17][CH:18]=1.[F:21][C:22]1[CH:27]=[C:26]([F:28])[CH:25]=[CH:24][C:23]=1[N:29]=[C:30]=[O:31]. The catalyst is C(Cl)Cl. The product is [F:21][C:22]1[CH:27]=[C:26]([F:28])[CH:25]=[CH:24][C:23]=1[NH:29][C:30]([NH:13][C:10]1[CH:11]=[CH:12][C:7]([O:6][CH2:5][CH2:4][CH2:3][N:2]([CH3:1])[CH3:20])=[C:8]([C:14]2[N:15]([CH3:19])[N:16]=[CH:17][CH:18]=2)[CH:9]=1)=[O:31]. The yield is 0.730. (7) The reactants are [CH3:1][O:2][C:3]1[CH:4]=[C:5]([NH2:10])[C:6]([NH2:9])=[CH:7][CH:8]=1.[F:11][C:12]([F:21])([F:20])[C:13](=O)[C:14]([O:16]CC)=[O:15]. The catalyst is CCO.CCOC(C)=O. The product is [CH3:1][O:2][C:3]1[CH:4]=[C:5]2[C:6](=[CH:7][CH:8]=1)[NH:9][C:14](=[O:15])[C:13]([C:12]([F:21])([F:20])[F:11])=[N:10]2.[CH3:1][O:2][C:3]1[CH:4]=[C:5]2[C:6]([N:9]=[C:13]([C:12]([F:11])([F:20])[F:21])[C:14](=[O:16])[NH:10]2)=[CH:7][CH:8]=1. The yield is 0.420.